The task is: Predict the reactants needed to synthesize the given product.. This data is from Full USPTO retrosynthesis dataset with 1.9M reactions from patents (1976-2016). (1) Given the product [CH2:1]([O:8][C:9](=[O:28])[C@@H:10]([NH:20][C:21](=[O:23])[C@@H:53]([NH:52][C:45]([O:47][C:48]([CH3:51])([CH3:50])[CH3:49])=[O:46])[CH2:54][O:55][CH3:56])[CH2:11][C:12]1[CH:13]=[CH:14][C:15]([O:18][CH3:19])=[CH:16][CH:17]=1)[C:2]1[CH:3]=[CH:4][CH:5]=[CH:6][CH:7]=1, predict the reactants needed to synthesize it. The reactants are: [CH2:1]([O:8][C:9](=[O:28])[C@@H:10]([NH:20][C:21]([O:23]C(C)(C)C)=O)[CH2:11][C:12]1[CH:17]=[CH:16][C:15]([O:18][CH3:19])=[CH:14][CH:13]=1)[C:2]1[CH:7]=[CH:6][CH:5]=[CH:4][CH:3]=1.FC(F)(F)C(O)=O.C(N(CC)C(C)C)(C)C.[C:45]([NH:52][C@H:53](C(O)=O)[CH2:54][O:55][CH3:56])([O:47][C:48]([CH3:51])([CH3:50])[CH3:49])=[O:46].CN(C(ON1N=NC2C=CC=NC1=2)=[N+](C)C)C.F[P-](F)(F)(F)(F)F. (2) Given the product [CH2:25]([N:16]([CH2:20][CH3:23])[C:12]1[N:13]=[CH:14][C:9]([C:62]2[N:63]=[C:58]3[C:57]([CH3:81])=[N:56][N:55]([CH:52]([CH2:53][CH3:54])[CH2:50][CH3:51])[C:59]3=[N:60][C:61]=2[N:72]([CH3:80])[S:73]([C:76]([F:79])([F:78])[F:77])(=[O:75])=[O:74])=[C:3]([CH2:4][CH3:5])[CH:11]=1)[CH3:26], predict the reactants needed to synthesize it. The reactants are: ClC1C=C(Cl)[CH:5]=[CH:4][C:3]=1[C:9]1N=[C:11]2C(C)=N[N:16]([CH:20]([CH2:23]C)CC)[C:12]2=[N:13][C:14]=1C.[CH2:25](C(N1C2=NC(NC)=C(OS(C(F)(F)F)(=O)=O)N=C2C(C)=N1)CC)[CH3:26].[CH2:50]([CH:52]([N:55]1[C:59]2=[N:60][C:61]([N:72]([CH3:80])[S:73]([C:76]([F:79])([F:78])[F:77])(=[O:75])=[O:74])=[C:62](OS(C(F)(F)F)(=O)=O)[N:63]=[C:58]2[C:57]([CH3:81])=[N:56]1)[CH2:53][CH3:54])[CH3:51].CN(C)C1C=C(CC)C(B(O)O)=CN=1. (3) Given the product [CH2:1]([C:5]1[CH:6]=[CH:7][C:8]2[N:9]=[C:12]([NH2:13])[S:14][C:10]=2[CH:11]=1)[CH2:2][CH2:3][CH3:4], predict the reactants needed to synthesize it. The reactants are: [CH2:1]([C:5]1[CH:11]=[CH:10][C:8]([NH2:9])=[CH:7][CH:6]=1)[CH2:2][CH2:3][CH3:4].[C:12]([S-:14])#[N:13].[K+].BrBr.O. (4) The reactants are: [NH2:1][C:2]1[CH:3]=[CH:4][C:5]([C:14]([OH:16])=[O:15])=[C:6]2[C:10]=1[O:9][CH:8]([CH2:11][O:12][CH3:13])[CH2:7]2.Cl[C:18]1[N:27]=[CH:26][C:25]2[N:24]([CH3:28])[C:23](=[O:29])[C@@H:22]([CH2:30][CH3:31])[N:21]([CH:32]3[CH2:36][CH2:35][CH2:34][CH2:33]3)[C:20]=2[N:19]=1.Cl. Given the product [CH:32]1([N:21]2[C:20]3[N:19]=[C:18]([NH:1][C:2]4[CH:3]=[CH:4][C:5]([C:14]([OH:16])=[O:15])=[C:6]5[C:10]=4[O:9][CH:8]([CH2:11][O:12][CH3:13])[CH2:7]5)[N:27]=[CH:26][C:25]=3[N:24]([CH3:28])[C:23](=[O:29])[C@H:22]2[CH2:30][CH3:31])[CH2:33][CH2:34][CH2:35][CH2:36]1, predict the reactants needed to synthesize it.